From a dataset of NCI-60 drug combinations with 297,098 pairs across 59 cell lines. Regression. Given two drug SMILES strings and cell line genomic features, predict the synergy score measuring deviation from expected non-interaction effect. (1) Drug 1: C1CC(=O)NC(=O)C1N2CC3=C(C2=O)C=CC=C3N. Drug 2: C1=NC2=C(N1)C(=S)N=C(N2)N. Cell line: HCC-2998. Synergy scores: CSS=16.2, Synergy_ZIP=2.02, Synergy_Bliss=3.13, Synergy_Loewe=-22.2, Synergy_HSA=1.94. (2) Drug 1: C1C(C(OC1N2C=NC3=C(N=C(N=C32)Cl)N)CO)O. Drug 2: C1CCC(C(C1)N)N.C(=O)(C(=O)[O-])[O-].[Pt+4]. Cell line: BT-549. Synergy scores: CSS=41.2, Synergy_ZIP=-6.91, Synergy_Bliss=-8.70, Synergy_Loewe=-6.28, Synergy_HSA=-2.37. (3) Drug 2: CN1C2=C(C=C(C=C2)N(CCCl)CCCl)N=C1CCCC(=O)O.Cl. Drug 1: CN1CCC(CC1)COC2=C(C=C3C(=C2)N=CN=C3NC4=C(C=C(C=C4)Br)F)OC. Cell line: NCI/ADR-RES. Synergy scores: CSS=12.0, Synergy_ZIP=-2.01, Synergy_Bliss=4.35, Synergy_Loewe=0.606, Synergy_HSA=3.12. (4) Drug 1: CC1C(C(CC(O1)OC2CC(CC3=C2C(=C4C(=C3O)C(=O)C5=C(C4=O)C(=CC=C5)OC)O)(C(=O)C)O)N)O.Cl. Drug 2: C1=CN(C=N1)CC(O)(P(=O)(O)O)P(=O)(O)O. Cell line: UACC-257. Synergy scores: CSS=-1.77, Synergy_ZIP=-0.693, Synergy_Bliss=-2.82, Synergy_Loewe=-8.60, Synergy_HSA=-4.84. (5) Drug 1: CC1=C2C(C(=O)C3(C(CC4C(C3C(C(C2(C)C)(CC1OC(=O)C(C(C5=CC=CC=C5)NC(=O)C6=CC=CC=C6)O)O)OC(=O)C7=CC=CC=C7)(CO4)OC(=O)C)O)C)OC(=O)C. Drug 2: CC1=C(C(=O)C2=C(C1=O)N3CC4C(C3(C2COC(=O)N)OC)N4)N. Cell line: NCI-H522. Synergy scores: CSS=41.8, Synergy_ZIP=-7.54, Synergy_Bliss=-8.94, Synergy_Loewe=-8.17, Synergy_HSA=-6.69. (6) Drug 1: C1CC(C1)(C(=O)O)C(=O)O.[NH2-].[NH2-].[Pt+2]. Drug 2: C1=NC2=C(N1)C(=S)N=CN2. Cell line: ACHN. Synergy scores: CSS=7.45, Synergy_ZIP=-8.03, Synergy_Bliss=-4.60, Synergy_Loewe=-21.5, Synergy_HSA=-4.88. (7) Drug 1: CCC(=C(C1=CC=CC=C1)C2=CC=C(C=C2)OCCN(C)C)C3=CC=CC=C3.C(C(=O)O)C(CC(=O)O)(C(=O)O)O. Drug 2: CCC1(CC2CC(C3=C(CCN(C2)C1)C4=CC=CC=C4N3)(C5=C(C=C6C(=C5)C78CCN9C7C(C=CC9)(C(C(C8N6C)(C(=O)OC)O)OC(=O)C)CC)OC)C(=O)OC)O.OS(=O)(=O)O. Cell line: OVCAR3. Synergy scores: CSS=24.7, Synergy_ZIP=16.1, Synergy_Bliss=16.5, Synergy_Loewe=15.7, Synergy_HSA=15.7.